This data is from Catalyst prediction with 721,799 reactions and 888 catalyst types from USPTO. The task is: Predict which catalyst facilitates the given reaction. (1) Reactant: [F:1][C:2]1[CH:3]=[CH:4][C:5]([O:20][CH3:21])=[C:6]([C:8]([CH3:19])([CH3:18])[CH2:9][C:10]([C:14]([F:17])([F:16])[F:15])([OH:13])CO)[CH:7]=1.I([O-])(=O)(=O)=O.[Na+]. Product: [F:17][C:14]([F:15])([F:16])[C:10](=[O:13])[CH2:9][C:8]([C:6]1[CH:7]=[C:2]([F:1])[CH:3]=[CH:4][C:5]=1[O:20][CH3:21])([CH3:19])[CH3:18]. The catalyst class is: 275. (2) Reactant: F[C:2]1[C:7]([C:8]2[N:16]=[C:15]([CH3:17])[N:14]=[C:13]3[C:9]=2[N:10]=[CH:11][N:12]3[CH:18]2[CH2:23][CH2:22][CH2:21][CH2:20][O:19]2)=[CH:6][CH:5]=[CH:4][N:3]=1.[CH3:24][O:25][C:26]1[CH:27]=[C:28]([NH2:32])[CH:29]=[N:30][CH:31]=1.C[Si](N[Si](C)(C)C)(C)C.[Li].CO. Product: [CH3:24][O:25][C:26]1[CH:27]=[C:28]([NH:32][C:2]2[C:7]([C:8]3[N:16]=[C:15]([CH3:17])[N:14]=[C:13]4[C:9]=3[N:10]=[CH:11][N:12]4[CH:18]3[CH2:23][CH2:22][CH2:21][CH2:20][O:19]3)=[CH:6][CH:5]=[CH:4][N:3]=2)[CH:29]=[N:30][CH:31]=1. The catalyst class is: 76. (3) Reactant: [F-].C([N+](CCCC)(CCCC)CCCC)CCC.C([Si]([O:36][CH2:37][CH2:38][CH:39]([O:43][CH2:44][CH3:45])[CH2:40][CH:41]=[CH2:42])(C1C=CC=CC=1)C1C=CC=CC=1)(C)(C)C. Product: [CH2:44]([O:43][CH:39]([CH2:40][CH:41]=[CH2:42])[CH2:38][CH2:37][OH:36])[CH3:45]. The catalyst class is: 1. (4) Reactant: Br[C:2]1[CH:3]=[N:4][N:5]2[CH:10]=[CH:9][C:8]([N:11]3[C@@H:15]([CH:16]([CH3:18])[CH3:17])[CH2:14][NH:13][C:12]3=[O:19])=[N:7][C:6]=12.CC1(C)C(C)(C)OB([C:28]2[CH:33]=[CH:32][C:31]([C:34]3[N:38]=[CH:37][N:36]([CH2:39][O:40][CH2:41][CH2:42][Si:43]([CH3:46])([CH3:45])[CH3:44])[N:35]=3)=[CH:30][CH:29]=2)O1.C1(P(C2CCCCC2)C2C=CC=CC=2C2C(C(C)C)=CC(C(C)C)=CC=2C(C)C)CCCCC1.C(=O)([O-])[O-].[Na+].[Na+]. Product: [CH:16]([C@@H:15]1[N:11]([C:8]2[CH:9]=[CH:10][N:5]3[N:4]=[CH:3][C:2]([C:28]4[CH:29]=[CH:30][C:31]([C:34]5[N:38]=[CH:37][N:36]([CH2:39][O:40][CH2:41][CH2:42][Si:43]([CH3:46])([CH3:45])[CH3:44])[N:35]=5)=[CH:32][CH:33]=4)=[C:6]3[N:7]=2)[C:12](=[O:19])[NH:13][CH2:14]1)([CH3:18])[CH3:17]. The catalyst class is: 102. (5) Reactant: [CH2:1]([C:3]1[CH:9]=[CH:8][C:6]([NH2:7])=[CH:5][CH:4]=1)[CH3:2].Cl[C:11](Cl)(Cl)[CH:12]([OH:14])O.S([O-])([O-])(=O)=[O:18].[Na+].[Na+].NO.Cl.OS(O)(=O)=O. The catalyst class is: 6. Product: [CH2:1]([C:3]1[CH:4]=[C:5]2[C:6](=[CH:8][CH:9]=1)[NH:7][C:11](=[O:18])[C:12]2=[O:14])[CH3:2].